From a dataset of Catalyst prediction with 721,799 reactions and 888 catalyst types from USPTO. Predict which catalyst facilitates the given reaction. The catalyst class is: 4. Product: [Br:1][C:2]1[C:7]([OH:8])=[CH:6][CH:5]=[CH:4][C:3]=1[C:10]([CH3:34])([CH3:33])[CH2:11][C:12]([OH:32])([C:28]([F:29])([F:30])[F:31])[C:13]([NH:15][C:16]1[CH:17]=[CH:18][C:19]2[C:24](=[O:25])[O:23][N:22]=[C:21]([CH3:26])[C:20]=2[CH:27]=1)=[O:14]. Reactant: [Br:1][C:2]1[C:7]([O:8]C)=[CH:6][CH:5]=[CH:4][C:3]=1[C:10]([CH3:34])([CH3:33])[CH2:11][C:12]([OH:32])([C:28]([F:31])([F:30])[F:29])[C:13]([NH:15][C:16]1[CH:17]=[CH:18][C:19]2[C:24](=[O:25])[O:23][N:22]=[C:21]([CH3:26])[C:20]=2[CH:27]=1)=[O:14].B(Br)(Br)Br.O.